This data is from Reaction yield outcomes from USPTO patents with 853,638 reactions. The task is: Predict the reaction yield, written as a fraction of the theoretical maximum amount of product (1.0 means a 100% yield; for example, 0.34 means a 34% yield). (1) The reactants are [F:1][C:2]1[CH:7]=[CH:6][C:5]([O:8][C:9]([F:12])([F:11])[F:10])=[CH:4][CH:3]=1.C([Li])(C)(C)C.[C:18](=O)=[O:19].CN(C=O)C. The catalyst is C1COCC1.CCCCC. The product is [F:1][C:2]1[CH:3]=[CH:4][C:5]([O:8][C:9]([F:10])([F:11])[F:12])=[CH:6][C:7]=1[CH:18]=[O:19]. The yield is 0.530. (2) The reactants are NC1(C2C=CC(C3C(=O)C4C(=CC=C(F)C=4)OC=3C3C=CC=CC=3)=CC=2)CCC1.C(OC(=O)[NH:36][C:37]1([C:41]2[CH:46]=[CH:45][C:44]([C:47]3[C:56](=[O:57])[C:55]4[C:50](=[C:51]([O:60][CH3:61])[C:52]([O:58][CH3:59])=[CH:53][CH:54]=4)[O:49][C:48]=3[C:62]3[CH:67]=[CH:66][CH:65]=[CH:64][CH:63]=3)=[CH:43][CH:42]=2)[CH2:40][CH2:39][CH2:38]1)(C)(C)C. No catalyst specified. The product is [NH2:36][C:37]1([C:41]2[CH:42]=[CH:43][C:44]([C:47]3[C:56](=[O:57])[C:55]4[C:50](=[C:51]([O:60][CH3:61])[C:52]([O:58][CH3:59])=[CH:53][CH:54]=4)[O:49][C:48]=3[C:62]3[CH:63]=[CH:64][CH:65]=[CH:66][CH:67]=3)=[CH:45][CH:46]=2)[CH2:38][CH2:39][CH2:40]1. The yield is 0.820. (3) The reactants are [NH2:1][C:2]1[C:3]([C:20]([NH:22][C:23]2[CH:24]=[N:25][CH:26]=[CH:27][C:28]=2[N:29]2[CH2:34][CH2:33][CH2:32][C@H:31]([NH:35]C(=O)OC(C)(C)C)[CH2:30]2)=[O:21])=[N:4][C:5]([C:8]2[CH:13]=[C:12](/[CH:14]=[CH:15]\[CH:16]([CH3:18])[CH3:17])[CH:11]=[CH:10][C:9]=2[F:19])=[CH:6][CH:7]=1.C(O)(C(F)(F)F)=O.C(Cl)Cl. No catalyst specified. The product is [NH2:1][C:2]1[C:3]([C:20]([NH:22][C:23]2[CH:24]=[N:25][CH:26]=[CH:27][C:28]=2[N:29]2[CH2:34][CH2:33][CH2:32][C@H:31]([NH2:35])[CH2:30]2)=[O:21])=[N:4][C:5]([C:8]2[CH:13]=[C:12]([CH2:14][CH2:15][CH:16]([CH3:17])[CH3:18])[CH:11]=[CH:10][C:9]=2[F:19])=[CH:6][CH:7]=1. The yield is 0.350. (4) The reactants are [Br:1][C:2]1[CH:3]=[CH:4][C:5]2[S:9][C:8]([CH2:10][CH2:11]O)=[N:7][C:6]=2[CH:13]=1.C([N:16]([CH2:19][CH3:20])[CH2:17][CH3:18])C.S(Cl)([CH3:24])(=O)=O.C(#N)C. The catalyst is C(Cl)Cl. The product is [Br:1][C:2]1[CH:3]=[CH:4][C:5]2[S:9][C:8]([CH2:10][CH2:11][N:16]3[CH2:17][CH2:18][CH2:24][C@H:19]3[CH3:20])=[N:7][C:6]=2[CH:13]=1. The yield is 1.00. (5) The yield is 0.640. The product is [CH3:1][C:2]1[N:3]([C:31]2[CH:32]=[CH:33][C:34]([O:35][CH:36]([CH3:40])[C:37]#[N:39])=[CH:41][CH:42]=2)[C:4](=[O:30])[C:5]([CH2:11][C:12]2[CH:13]=[CH:14][C:15]([C:18]3[CH:23]=[CH:22][CH:21]=[CH:20][C:19]=3[C:24]3[NH:28][C:27](=[O:29])[O:26][N:25]=3)=[CH:16][CH:17]=2)=[C:6]([CH2:8][CH2:9][CH3:10])[N:7]=1. The catalyst is C(#N)C.O. The reactants are [CH3:1][C:2]1[N:3]([C:31]2[CH:42]=[CH:41][C:34]([O:35][CH:36]([CH3:40])[C:37]([NH2:39])=O)=[CH:33][CH:32]=2)[C:4](=[O:30])[C:5]([CH2:11][C:12]2[CH:17]=[CH:16][C:15]([C:18]3[CH:23]=[CH:22][CH:21]=[CH:20][C:19]=3[C:24]3[NH:28][C:27](=[O:29])[O:26][N:25]=3)=[CH:14][CH:13]=2)=[C:6]([CH2:8][CH2:9][CH3:10])[N:7]=1.C(N(CC)CC)C.FC(F)(F)C(OC(=O)C(F)(F)F)=O.C(OCC)(=O)C. (6) The reactants are [CH3:1][O:2][C:3](=[O:29])[CH:4]([CH2:24][CH:25]=[CH:26][CH2:27]Br)[CH2:5][C:6]([CH3:23])=[CH:7][CH2:8][C:9]1[C:10]([OH:22])=[C:11]2[C:15](=[C:16]([CH3:20])[C:17]=1[O:18][CH3:19])[CH2:14][O:13][C:12]2=[O:21].[P:30]([O:35]C)([O:33][CH3:34])[O:31][CH3:32]. No catalyst specified. The product is [CH3:1][O:2][C:3](=[O:29])[CH:4]([CH2:24][CH:25]=[CH:26][CH2:27][P:30]([O:33][CH3:34])([O:31][CH3:32])=[O:35])[CH2:5][C:6]([CH3:23])=[CH:7][CH2:8][C:9]1[C:10]([OH:22])=[C:11]2[C:15](=[C:16]([CH3:20])[C:17]=1[O:18][CH3:19])[CH2:14][O:13][C:12]2=[O:21]. The yield is 0.880.